This data is from Reaction yield outcomes from USPTO patents with 853,638 reactions. The task is: Predict the reaction yield, written as a fraction of the theoretical maximum amount of product (1.0 means a 100% yield; for example, 0.34 means a 34% yield). (1) The reactants are [NH2:1][C:2]1[N:7]=[CH:6][N:5]=[C:4]2[N:8]([CH2:26][C@H:27]3[CH2:31][CH2:30][CH2:29][N:28]3C(OC(C)(C)C)=O)[N:9]=[C:10]([C:11]3[CH:16]=[CH:15][C:14]([O:17][C:18]4[C:23]([F:24])=[CH:22][CH:21]=[CH:20][C:19]=4[F:25])=[CH:13][CH:12]=3)[C:3]=12.FC(F)(F)C(O)=O. The catalyst is ClCCl. The product is [F:25][C:19]1[CH:20]=[CH:21][CH:22]=[C:23]([F:24])[C:18]=1[O:17][C:14]1[CH:13]=[CH:12][C:11]([C:10]2[C:3]3[C:4](=[N:5][CH:6]=[N:7][C:2]=3[NH2:1])[N:8]([CH2:26][C@H:27]3[CH2:31][CH2:30][CH2:29][NH:28]3)[N:9]=2)=[CH:16][CH:15]=1. The yield is 0.880. (2) The reactants are CO.[CH:3](OC)(OC)[O:4]C.[C:10]([NH:13][C@H:14]1[C@H:23]([C@@H:24]([C@@H:26]([CH2:28][OH:29])[OH:27])[OH:25])[O:22][C:17]([OH:21])([C:18](=[O:20])[OH:19])[CH2:16][C@@H:15]1[OH:30])(=[O:12])[CH3:11]. The catalyst is S(=O)(=O)(O)O.CN(C)C(=O)C. The product is [OH2:4].[C:10]([NH:13][C@H:14]1[C@H:23]([C@@H:24]([C@@H:26]([CH2:28][OH:29])[OH:27])[OH:25])[O:22][C:17]([OH:21])([C:18](=[O:19])[O:20][CH3:3])[CH2:16][C@@H:15]1[OH:30])(=[O:12])[CH3:11]. The yield is 0.949. (3) The reactants are [CH3:1][C:2]1[C:7]([C:8]#[N:9])=[C:6]([CH3:10])[CH:5]=[C:4]([N:11]=[C:12]2[S:16][CH2:15][C:14]3([CH2:20][CH2:19][CH2:18][CH2:17]3)[NH:13]2)[N:3]=1.[CH2:21](Br)[CH:22]([CH3:24])[CH3:23].[H-].[Na+].CO. The catalyst is CN(C=O)C. The product is [CH3:1][C:2]1[C:7]([C:8]#[N:9])=[C:6]([CH3:10])[CH:5]=[C:4]([N:11]=[C:12]2[S:16][CH2:15][C:14]3([CH2:20][CH2:19][CH2:18][CH2:17]3)[N:13]2[CH2:21][CH:22]([CH3:24])[CH3:23])[N:3]=1. The yield is 0.170. (4) The reactants are O[C:2]1[CH:10]=[C:9]2[C:5]([C:6]([C:17]3[CH:26]=[CH:25][C:24]4[C:19](=[CH:20][CH:21]=[CH:22][CH:23]=4)[CH:18]=3)=[N:7][N:8]2[CH:11]2[CH2:16][CH2:15][CH2:14][CH2:13][O:12]2)=[CH:4][C:3]=1[C:27]#[N:28].C1(P(C2C=CC=CC=2)C2C=CC=CC=2)C=CC=CC=1.[CH3:48][N:49]1[CH2:53][CH2:52][CH2:51][C@@H:50]1[CH2:54][OH:55].CC(OC(/N=N/C(OC(C)C)=O)=O)C. The catalyst is C1COCC1. The product is [CH3:48][N:49]1[CH2:53][CH2:52][CH2:51][C@@H:50]1[CH2:54][O:55][C:22]1[CH:23]=[C:24]2[C:19](=[CH:20][CH:21]=1)[CH:18]=[C:17]([C:6]1[C:5]3[C:9](=[CH:10][CH:2]=[C:3]([C:27]#[N:28])[CH:4]=3)[N:8]([CH:11]3[CH2:16][CH2:15][CH2:14][CH2:13][O:12]3)[N:7]=1)[CH:26]=[CH:25]2. The yield is 0.520. (5) The reactants are [NH2:1][C:2]1[C:3]([CH3:13])=[C:4]([CH:9]=[CH:10][C:11]=1[Cl:12])[C:5]([O:7][CH3:8])=[O:6].F[B-](F)(F)F.[NH4+].Cl.[N:21]([O-])=O.[Na+].C([O-])(=O)C.[K+]. The catalyst is O.C1OCCOCCOCCOCCOCCOC1. The product is [Cl:12][C:11]1[C:2]2[NH:1][N:21]=[CH:13][C:3]=2[C:4]([C:5]([O:7][CH3:8])=[O:6])=[CH:9][CH:10]=1. The yield is 0.500. (6) The reactants are C(OC([N:11]([C:23]1([C:30]([O:32][CH2:33][CH3:34])=[O:31])[CH2:27][C:26](=[O:28])[NH:25][C:24]1=[O:29])NC(OCC1C=CC=CC=1)=O)=O)C1C=CC=CC=1.[H][H]. The catalyst is C(O)(=O)C.[Pt]=O. The product is [NH2:11][C:23]1([C:30]([O:32][CH2:33][CH3:34])=[O:31])[CH2:27][C:26](=[O:28])[NH:25][C:24]1=[O:29]. The yield is 0.640. (7) The reactants are I[C:2]1[CH:7]=[C:6]([N+:8]([O-:10])=[O:9])[CH:5]=[C:4]([I:11])[C:3]=1[OH:12].[C:13]([CH:15]1[CH2:17][CH2:16]1)#[CH:14].O. The catalyst is N1C=CC=CC=1. The product is [CH:15]1([C:13]2[O:12][C:3]3[C:4]([I:11])=[CH:5][C:6]([N+:8]([O-:10])=[O:9])=[CH:7][C:2]=3[CH:14]=2)[CH2:17][CH2:16]1. The yield is 0.780.